This data is from Catalyst prediction with 721,799 reactions and 888 catalyst types from USPTO. The task is: Predict which catalyst facilitates the given reaction. (1) Reactant: Cl.[CH3:2][O:3][CH2:4][C:5]1[N:9]=[C:8]([CH2:10][N:11]2[C:16]3[CH:17]=[C:18]([C:20]4[CH:25]=[CH:24][CH:23]=[CH:22][CH:21]=4)[S:19][C:15]=3[C:14](=[O:26])[N:13]([CH:27]3[CH2:32][CH2:31][NH:30][CH2:29][CH2:28]3)[C:12]2=[O:33])[O:7][N:6]=1.[CH2:34]([O:36][C:37]1[C:46]([O:47][CH3:48])=[CH:45][C:44]2[C:43]([C:49]3[CH:57]=[CH:56][C:52]([C:53](O)=[O:54])=[CH:51][CH:50]=3)=[N:42][C@@H:41]3[CH2:58][CH2:59][S:60][CH2:61][C@@H:40]3[C:39]=2[CH:38]=1)[CH3:35].CN(C(ON1N=NC2C=CC=CC1=2)=[N+](C)C)C.F[P-](F)(F)(F)(F)F.CCN(C(C)C)C(C)C. Product: [CH2:34]([O:36][C:37]1[C:46]([O:47][CH3:48])=[CH:45][C:44]2[C:43]([C:49]3[CH:50]=[CH:51][C:52]([C:53]([N:30]4[CH2:31][CH2:32][CH:27]([N:13]5[C:14](=[O:26])[C:15]6[S:19][C:18]([C:20]7[CH:25]=[CH:24][CH:23]=[CH:22][CH:21]=7)=[CH:17][C:16]=6[N:11]([CH2:10][C:8]6[O:7][N:6]=[C:5]([CH2:4][O:3][CH3:2])[N:9]=6)[C:12]5=[O:33])[CH2:28][CH2:29]4)=[O:54])=[CH:56][CH:57]=3)=[N:42][C@@H:41]3[CH2:58][CH2:59][S:60][CH2:61][C@@H:40]3[C:39]=2[CH:38]=1)[CH3:35]. The catalyst class is: 2. (2) Reactant: [C:1]([O:6][OH:7])([CH2:4][CH3:5])([CH3:3])[CH3:2].[OH-].[K+].[OH-].[Na+].[C:12](Cl)(=[O:17])[C:13]([CH3:16])([CH3:15])[CH3:14]. Product: [C:12]([O:7][O:6][C:1]([CH2:4][CH3:5])([CH3:3])[CH3:2])(=[O:17])[C:13]([CH3:16])([CH3:15])[CH3:14]. The catalyst class is: 6. (3) Reactant: [CH3:1][S:2](Cl)(=[O:4])=[O:3].[C:6]([O:10][C:11](=[O:40])[NH:12][C:13]([C:15]1[S:16][C:17]([S:38][CH3:39])=[C:18]([S:20]([C:23]2[CH:24]=[C:25]([C:29]3[C:34]([CH3:35])=[CH:33][CH:32]=[CH:31][C:30]=3[CH2:36][OH:37])[CH:26]=[CH:27][CH:28]=2)(=[O:22])=[O:21])[CH:19]=1)=[NH:14])([CH3:9])([CH3:8])[CH3:7].C(N(CC)CC)C.CCOC(C)=O. Product: [C:6]([O:10][C:11]([NH:12][C:13](=[NH:14])[C:15]1[S:16][C:17]([S:38][CH3:39])=[C:18]([S:20]([C:23]2[CH:24]=[C:25]([C:29]3[C:34]([CH3:35])=[CH:33][CH:32]=[CH:31][C:30]=3[CH2:36][O:37][S:2]([CH3:1])(=[O:4])=[O:3])[CH:26]=[CH:27][CH:28]=2)(=[O:22])=[O:21])[CH:19]=1)=[O:40])([CH3:8])([CH3:9])[CH3:7]. The catalyst class is: 1. (4) Reactant: [F:1][C@H:2]1[C@@H:7]([O:8][C:9]2[CH:16]=[CH:15][C:14]([C:17]3[N:22]=[C:21]([NH:23][C:24]4[CH:29]=[CH:28][C:27]([N:30]5[CH2:35][CH2:34][N:33]([CH:36]6[CH2:39][O:38][CH2:37]6)[CH2:32][CH2:31]5)=[CH:26][CH:25]=4)[N:20]=[CH:19][N:18]=3)=[CH:13][C:10]=2[C:11]#[N:12])[CH2:6][CH2:5][NH:4][CH2:3]1.[OH:40][C@@H:41]([CH:45]([CH3:47])[CH3:46])[C:42](O)=[O:43].CN(C(ON1N=NC2C=CC=NC1=2)=[N+](C)C)C.F[P-](F)(F)(F)(F)F.C(Cl)Cl. Product: [F:1][C@H:2]1[C@@H:7]([O:8][C:9]2[CH:16]=[CH:15][C:14]([C:17]3[N:22]=[C:21]([NH:23][C:24]4[CH:29]=[CH:28][C:27]([N:30]5[CH2:31][CH2:32][N:33]([CH:36]6[CH2:39][O:38][CH2:37]6)[CH2:34][CH2:35]5)=[CH:26][CH:25]=4)[N:20]=[CH:19][N:18]=3)=[CH:13][C:10]=2[C:11]#[N:12])[CH2:6][CH2:5][N:4]([C:42](=[O:43])[C@@H:41]([OH:40])[CH:45]([CH3:47])[CH3:46])[CH2:3]1. The catalyst class is: 18.